Dataset: Reaction yield outcomes from USPTO patents with 853,638 reactions. Task: Predict the reaction yield, written as a fraction of the theoretical maximum amount of product (1.0 means a 100% yield; for example, 0.34 means a 34% yield). The product is [CH3:1][O:2][C:3](=[O:19])[CH:4]=[CH:5][C:6]1[CH:11]=[CH:10][C:9]([O:12][CH2:13][C:14](=[O:16])[NH:55][CH2:54][CH2:53][O:52][CH2:51][CH2:50][O:49][CH2:48][CH2:47][NH:46][C:44]([O:43][C:40]([CH3:42])([CH3:41])[CH3:39])=[O:45])=[C:8]([O:17][CH3:18])[CH:7]=1. The yield is 0.600. The reactants are [CH3:1][O:2][C:3](=[O:19])[CH:4]=[CH:5][C:6]1[CH:11]=[CH:10][C:9]([O:12][CH2:13][C:14]([OH:16])=O)=[C:8]([O:17][CH3:18])[CH:7]=1.ON1C(=O)CCC1=O.C(N=C=NCCCN(C)C)C.[CH3:39][C:40]([O:43][C:44]([NH:46][CH2:47][CH2:48][O:49][CH2:50][CH2:51][O:52][CH2:53][CH2:54][NH2:55])=[O:45])([CH3:42])[CH3:41]. The catalyst is CN(C)C=O.